Regression. Given two drug SMILES strings and cell line genomic features, predict the synergy score measuring deviation from expected non-interaction effect. From a dataset of NCI-60 drug combinations with 297,098 pairs across 59 cell lines. (1) Drug 1: CN(CCCl)CCCl.Cl. Drug 2: C(CC(=O)O)C(=O)CN.Cl. Cell line: NCI-H322M. Synergy scores: CSS=10.9, Synergy_ZIP=-0.762, Synergy_Bliss=6.88, Synergy_Loewe=-2.72, Synergy_HSA=-0.981. (2) Drug 1: CC(CN1CC(=O)NC(=O)C1)N2CC(=O)NC(=O)C2. Drug 2: COCCOC1=C(C=C2C(=C1)C(=NC=N2)NC3=CC=CC(=C3)C#C)OCCOC.Cl. Cell line: COLO 205. Synergy scores: CSS=57.6, Synergy_ZIP=-0.626, Synergy_Bliss=0.264, Synergy_Loewe=-0.797, Synergy_HSA=0.243. (3) Drug 1: CC1=C(N=C(N=C1N)C(CC(=O)N)NCC(C(=O)N)N)C(=O)NC(C(C2=CN=CN2)OC3C(C(C(C(O3)CO)O)O)OC4C(C(C(C(O4)CO)O)OC(=O)N)O)C(=O)NC(C)C(C(C)C(=O)NC(C(C)O)C(=O)NCCC5=NC(=CS5)C6=NC(=CS6)C(=O)NCCC[S+](C)C)O. Drug 2: CCN(CC)CCCC(C)NC1=C2C=C(C=CC2=NC3=C1C=CC(=C3)Cl)OC. Cell line: CAKI-1. Synergy scores: CSS=35.6, Synergy_ZIP=-7.55, Synergy_Bliss=2.44, Synergy_Loewe=-2.69, Synergy_HSA=1.92. (4) Drug 1: CS(=O)(=O)CCNCC1=CC=C(O1)C2=CC3=C(C=C2)N=CN=C3NC4=CC(=C(C=C4)OCC5=CC(=CC=C5)F)Cl. Drug 2: CC1(CCCN1)C2=NC3=C(C=CC=C3N2)C(=O)N. Cell line: HT29. Synergy scores: CSS=48.9, Synergy_ZIP=7.54, Synergy_Bliss=7.43, Synergy_Loewe=-27.0, Synergy_HSA=4.09. (5) Drug 1: CC1=C(C=C(C=C1)NC(=O)C2=CC=C(C=C2)CN3CCN(CC3)C)NC4=NC=CC(=N4)C5=CN=CC=C5. Drug 2: C1=NC2=C(N1)C(=S)N=CN2. Cell line: PC-3. Synergy scores: CSS=23.1, Synergy_ZIP=-3.09, Synergy_Bliss=-0.831, Synergy_Loewe=-16.1, Synergy_HSA=-0.269.